This data is from Reaction yield outcomes from USPTO patents with 853,638 reactions. The task is: Predict the reaction yield, written as a fraction of the theoretical maximum amount of product (1.0 means a 100% yield; for example, 0.34 means a 34% yield). (1) The reactants are [CH2:1]([O:3][C:4]([C:6]1[C:7](=[O:27])[N:8](CC2C=CC(OC)=CC=2)[C:9]2[C:14]([C:15]=1[Cl:16])=[CH:13][C:12]([F:17])=[CH:11][N:10]=2)=[O:5])[CH3:2]. The catalyst is C(O)(C(F)(F)F)=O. The product is [CH2:1]([O:3][C:4]([C:6]1[C:7](=[O:27])[NH:8][C:9]2[C:14]([C:15]=1[Cl:16])=[CH:13][C:12]([F:17])=[CH:11][N:10]=2)=[O:5])[CH3:2]. The yield is 0.980. (2) The reactants are Cl[C:2]1[C:7]([N+:8]([O-:10])=[O:9])=[CH:6][CH:5]=[CH:4][N:3]=1.C([Sn](CCCC)(CCCC)[C:16]([O:18][CH2:19][CH3:20])=[CH2:17])CCC. The catalyst is C1C=CC([P]([Pd]([P](C2C=CC=CC=2)(C2C=CC=CC=2)C2C=CC=CC=2)([P](C2C=CC=CC=2)(C2C=CC=CC=2)C2C=CC=CC=2)[P](C2C=CC=CC=2)(C2C=CC=CC=2)C2C=CC=CC=2)(C2C=CC=CC=2)C2C=CC=CC=2)=CC=1.C1(P(C2C=CC=CC=2)C2C=CC=CC=2)C=CC=CC=1.C1(C)C=CC=CC=1. The product is [CH2:19]([O:18][C:16]([C:2]1[C:7]([N+:8]([O-:10])=[O:9])=[CH:6][CH:5]=[CH:4][N:3]=1)=[CH2:17])[CH3:20]. The yield is 0.970. (3) The reactants are [CH2:1]([O:3][C:4]1[CH:5]=[C:6]([C:13]2[S:14][CH:15]=[C:16]([CH2:18][CH2:19][C:20]([OH:22])=[O:21])[N:17]=2)[CH:7]=[CH:8][C:9]=1[O:10][CH2:11][CH3:12])[CH3:2].S(Cl)(Cl)=O.[CH3:27]O. No catalyst specified. The product is [CH2:1]([O:3][C:4]1[CH:5]=[C:6]([C:13]2[S:14][CH:15]=[C:16]([CH2:18][CH2:19][C:20]([O:22][CH3:27])=[O:21])[N:17]=2)[CH:7]=[CH:8][C:9]=1[O:10][CH2:11][CH3:12])[CH3:2]. The yield is 0.680. (4) The reactants are Br[C:2]1[CH:3]=[C:4]([NH:10][C:11]2[CH:16]=[CH:15][C:14]([N:17]3[CH2:22][CH2:21][N:20]([CH:23]4[CH2:26][O:25][CH2:24]4)[CH2:19][C@@H:18]3[CH2:27][CH3:28])=[CH:13][N:12]=2)[C:5](=[O:9])[N:6]([CH3:8])[CH:7]=1.[C:29]([O:32][CH2:33][C:34]1[C:39](B2OC(C)(C)C(C)(C)O2)=[CH:38][C:37]([F:49])=[CH:36][C:35]=1[N:50]1[CH2:62][CH2:61][N:53]2[C:54]3[CH2:55][CH2:56][CH2:57][CH2:58][C:59]=3[CH:60]=[C:52]2[C:51]1=[O:63])(=[O:31])[CH3:30].CC([O-])=O.[Na+].[O-]P([O-])([O-])=O.[K+].[K+].[K+]. The catalyst is C1C=CC(P(C2C=CC=CC=2)[C-]2C=CC=C2)=CC=1.C1C=CC(P(C2C=CC=CC=2)[C-]2C=CC=C2)=CC=1.Cl[Pd]Cl.[Fe+2].C(#N)C. The product is [C:29]([O:32][CH2:33][C:34]1[C:35]([N:50]2[CH2:62][CH2:61][N:53]3[C:54]4[CH2:55][CH2:56][CH2:57][CH2:58][C:59]=4[CH:60]=[C:52]3[C:51]2=[O:63])=[CH:36][C:37]([F:49])=[CH:38][C:39]=1[C:2]1[CH:3]=[C:4]([NH:10][C:11]2[CH:16]=[CH:15][C:14]([N:17]3[CH2:22][CH2:21][N:20]([CH:23]4[CH2:26][O:25][CH2:24]4)[CH2:19][C@@H:18]3[CH2:27][CH3:28])=[CH:13][N:12]=2)[C:5](=[O:9])[N:6]([CH3:8])[CH:7]=1)(=[O:31])[CH3:30]. The yield is 0.870. (5) The reactants are [OH-].[Na+].[CH3:3][NH2:4].[C:5](=[S:7])=[S:6].OO. The catalyst is O.CCCCCCC.C(O)(=O)C.C1COCC1. The product is [CH3:3][NH:4][C:5](=[S:7])[S:6][S:6][C:5](=[S:7])[NH:4][CH3:3]. The yield is 0.970. (6) The reactants are [NH2:1][CH2:2][CH2:3][C@@H:4]([N:12]([CH3:21])[C:13](=[O:20])[C:14]1[CH:19]=[CH:18][CH:17]=[CH:16][CH:15]=1)[CH2:5][C:6]1[CH:11]=[CH:10][CH:9]=[CH:8][CH:7]=1.[C:22](Cl)(=[O:29])[C:23]1[CH:28]=[CH:27][CH:26]=[CH:25][CH:24]=1.C(=O)([O-])[O-].[K+].[K+]. The catalyst is C(Cl)Cl.O.CCOC(C)=O. The product is [C:13]([N:12]([CH3:21])[C@@H:4]([CH2:5][C:6]1[CH:11]=[CH:10][CH:9]=[CH:8][CH:7]=1)[CH2:3][CH2:2][NH:1][C:22](=[O:29])[C:23]1[CH:28]=[CH:27][CH:26]=[CH:25][CH:24]=1)(=[O:20])[C:14]1[CH:15]=[CH:16][CH:17]=[CH:18][CH:19]=1. The yield is 0.820. (7) The reactants are C([O:3][C:4](=O)[CH2:5][C:6](=O)[CH2:7][C:8]1[CH:13]=[CH:12][CH:11]=[C:10]([Br:14])[CH:9]=1)C.C(=O)(O)O.[NH2:21][C:22]([NH2:24])=[NH:23]. The catalyst is C(O)C. The product is [NH2:23][C:22]1[NH:24][C:4](=[O:3])[CH:5]=[C:6]([CH2:7][C:8]2[CH:13]=[CH:12][CH:11]=[C:10]([Br:14])[CH:9]=2)[N:21]=1. The yield is 0.830. (8) The reactants are I[C:2]1[N:10]=[CH:9][N:8]=[C:7]2[C:3]=1[N:4]=[CH:5][N:6]2[C@H:11]1[C@@H:15]2[O:16][C:17]([CH3:20])([CH3:19])[O:18][C@@H:14]2[C@@H:13]([CH2:21][NH:22][S:23]([NH2:26])(=[O:25])=[O:24])[O:12]1.[C:27]1([C:33]#[CH:34])[CH:32]=[CH:31][CH:30]=[CH:29][CH:28]=1.CCN(C(C)C)C(C)C. The catalyst is CN(C=O)C.[Cu]I.Cl[Pd](Cl)([P](C1C=CC=CC=1)(C1C=CC=CC=1)C1C=CC=CC=1)[P](C1C=CC=CC=1)(C1C=CC=CC=1)C1C=CC=CC=1. The product is [CH3:19][C:17]1([CH3:20])[O:16][C@H:15]2[C@H:11]([N:6]3[CH:5]=[N:4][C:3]4[C:7]3=[N:8][CH:9]=[N:10][C:2]=4[C:34]#[C:33][C:27]3[CH:32]=[CH:31][CH:30]=[CH:29][CH:28]=3)[O:12][C@H:13]([CH2:21][NH:22][S:23]([NH2:26])(=[O:25])=[O:24])[C@H:14]2[O:18]1. The yield is 0.600. (9) The reactants are [C:1]([CH:3]1[CH2:6][N:5]([C:7]([O:9][C:10]([CH3:13])([CH3:12])[CH3:11])=[O:8])[CH2:4]1)#[N:2].Cl.[NH2:15][OH:16].C(N(CC)CC)C. The catalyst is C(O)C. The product is [NH2:2]/[C:1](=[N:15]\[OH:16])/[CH:3]1[CH2:6][N:5]([C:7]([O:9][C:10]([CH3:13])([CH3:12])[CH3:11])=[O:8])[CH2:4]1. The yield is 0.760.